Dataset: Forward reaction prediction with 1.9M reactions from USPTO patents (1976-2016). Task: Predict the product of the given reaction. (1) Given the reactants [F:1][C:2]([F:24])([F:23])[C:3]1[CH:4]=[C:5]2[C:9](=[CH:10][CH:11]=1)[N:8]([CH2:12][C:13]1[CH:18]=[CH:17][CH:16]=[C:15]([F:19])[CH:14]=1)[C:7]([C:20]([OH:22])=O)=[CH:6]2.[OH:25][CH:26]1[CH2:29][N:28]([C:30]2[CH:35]=[CH:34][C:33]([NH2:36])=[CH:32][N:31]=2)[CH2:27]1, predict the reaction product. The product is: [OH:25][CH:26]1[CH2:29][N:28]([C:30]2[N:31]=[CH:32][C:33]([NH:36][C:20]([C:7]3[N:8]([CH2:12][C:13]4[CH:18]=[CH:17][CH:16]=[C:15]([F:19])[CH:14]=4)[C:9]4[C:5]([CH:6]=3)=[CH:4][C:3]([C:2]([F:23])([F:1])[F:24])=[CH:11][CH:10]=4)=[O:22])=[CH:34][CH:35]=2)[CH2:27]1. (2) Given the reactants Cl.[Cl:2][C:3]1[CH:11]=[C:10]2[C:6]([CH2:7][CH2:8][C@H:9]2[NH2:12])=[C:5]([F:13])[CH:4]=1.[CH:14]([C:16]1[CH:17]=[N:18][CH:19]=[CH:20][CH:21]=1)=O.C([O:25][C:26]1[CH:34]=[C:33]([O:35][C:36](=[O:38])[CH3:37])[CH:32]=[CH:31][C:27]=1[C:28]([OH:30])=O)(=O)C.C1(C2CCC([N+:51]#[C-:52])=CC2)C=CC=CC=1.C[OH:54], predict the reaction product. The product is: [C:52]([C@@H:14]([C:16]1[CH:17]=[N:18][CH:19]=[CH:20][CH:21]=1)[N:12]([C@H:9]1[C:10]2[C:6](=[C:5]([F:13])[CH:4]=[C:3]([Cl:2])[CH:11]=2)[CH2:7][CH2:8]1)[C:28](=[O:30])[C:27]1[CH:31]=[CH:32][C:33]([OH:35])=[CH:34][C:26]=1[OH:25])(=[O:54])[NH2:51].[C:36]([O:35][C:33]1[CH:32]=[CH:31][C:27]([C:28](=[O:30])[N:12]([C@@H:14]([C:52](=[O:54])[NH2:51])[C:16]2[CH:17]=[N:18][CH:19]=[CH:20][CH:21]=2)[C@H:9]2[C:10]3[C:6](=[C:5]([F:13])[CH:4]=[C:3]([Cl:2])[CH:11]=3)[CH2:7][CH2:8]2)=[C:26]([OH:25])[CH:34]=1)(=[O:38])[CH3:37]. (3) Given the reactants Cl.Cl.[NH2:3][CH2:4][C@H:5]([NH:7][S:8]([C:11]1[CH:12]=[C:13]2[C:18](=[CH:19][CH:20]=1)[CH:17]=[N:16][CH:15]=[CH:14]2)(=[O:10])=[O:9])[CH3:6].[C:21]1([CH2:27][C:28]([Cl:30])=[O:29])[CH:26]=[CH:25][CH:24]=[CH:23][CH:22]=1.C(N(CC)CC)C, predict the reaction product. The product is: [ClH:30].[CH:17]1[C:18]2[C:13](=[CH:12][C:11]([S:8]([NH:7][C@H:5]([CH3:6])[CH2:4][NH:3][C:28](=[O:29])[CH2:27][C:21]3[CH:26]=[CH:25][CH:24]=[CH:23][CH:22]=3)(=[O:10])=[O:9])=[CH:20][CH:19]=2)[CH:14]=[CH:15][N:16]=1.